From a dataset of Forward reaction prediction with 1.9M reactions from USPTO patents (1976-2016). Predict the product of the given reaction. (1) Given the reactants [Cl:1][C:2]1[CH:7]=[CH:6][C:5]([CH2:8][C:9]([OH:11])=O)=[C:4]([CH2:12][N:13]2[CH2:18][CH2:17][N:16](C(=O)CC3C=CC(Cl)=CC=3)[C@@H:15]([CH3:29])[CH2:14]2)[CH:3]=1.[CH3:30][S:31]([NH2:34])(=[O:33])=[O:32].C1CN([P+](ON2N=N[C:54]3[CH:55]=[CH:56][CH:57]=[CH:58][C:53]2=3)(N2CCCC2)N2CCCC2)CC1.F[P-](F)(F)(F)(F)F.CCN(C(C)C)C(C)C, predict the reaction product. The product is: [CH2:30]([S:31]([N:16]1[CH2:17][CH2:18][N:13]([CH2:12][C:4]2[CH:3]=[C:2]([Cl:1])[CH:7]=[CH:6][C:5]=2[CH2:8][C:9]([NH:34][S:31]([CH3:30])(=[O:33])=[O:32])=[O:11])[CH2:14][C@@H:15]1[CH3:29])(=[O:33])=[O:32])[C:53]1[CH:54]=[CH:55][CH:56]=[CH:57][CH:58]=1. (2) Given the reactants C[O:2][C:3](=[O:13])[CH:4](Br)[C:5]1[CH:10]=[CH:9][CH:8]=[C:7]([Cl:11])[CH:6]=1.[CH:14]1([SH:19])[CH2:18][CH2:17][CH2:16][CH2:15]1.[NH2:20][C:21]1[S:22][CH:23]=[CH:24][N:25]=1, predict the reaction product. The product is: [CH:14]1([S:19][CH:4]([C:5]2[CH:10]=[CH:9][CH:8]=[C:7]([Cl:11])[CH:6]=2)[C:3]([OH:2])=[O:13])[CH2:18][CH2:17][CH2:16][CH2:15]1.[CH:14]1([S:19][CH:4]([C:5]2[CH:10]=[CH:9][CH:8]=[C:7]([Cl:11])[CH:6]=2)[C:3]([NH:20][C:21]2[S:22][CH:23]=[CH:24][N:25]=2)=[O:13])[CH2:18][CH2:17][CH2:16][CH2:15]1. (3) Given the reactants Cl.[CH3:2][O:3][C:4]1[CH:9]=[C:8]([CH3:10])[NH:7][C:6](=[O:11])[C:5]=1[CH2:12][NH:13][C:14]([C:16]1[C:24]2[C:19](=[CH:20][CH:21]=[CH:22][CH:23]=2)[N:18]([CH:25]([CH:27]2[CH2:32][CH2:31][NH:30][CH2:29][CH2:28]2)[CH3:26])[C:17]=1[CH3:33])=[O:15].[CH2:34]1[CH2:38]OC[CH2:35]1.CC(=O)C.C(O[BH-](OC(=O)C)OC(=O)C)(=O)C.[Na+], predict the reaction product. The product is: [CH:34]([N:30]1[CH2:29][CH2:28][CH:27]([CH:25]([N:18]2[C:19]3[C:24](=[CH:23][CH:22]=[CH:21][CH:20]=3)[C:16]([C:14]([NH:13][CH2:12][C:5]3[C:6](=[O:11])[NH:7][C:8]([CH3:10])=[CH:9][C:4]=3[O:3][CH3:2])=[O:15])=[C:17]2[CH3:33])[CH3:26])[CH2:32][CH2:31]1)([CH3:38])[CH3:35]. (4) Given the reactants BrN1C(=O)CCC1=O.[CH2:9]1[C:18]2[C:13](=[CH:14][CH:15]=[CH:16][CH:17]=2)[CH2:12][CH2:11][NH:10]1.[OH-].[Na+], predict the reaction product. The product is: [CH:9]1[C:18]2[C:13](=[CH:14][CH:15]=[CH:16][CH:17]=2)[CH2:12][CH2:11][N:10]=1. (5) The product is: [N:20]([CH2:6][CH2:7][C:8]1[N:9]=[C:10]2[N:14]([CH:15]=1)[N:13]=[C:12]([C:16]([F:19])([F:18])[F:17])[S:11]2)=[N+:21]=[N-:22]. Given the reactants CS(O[CH2:6][CH2:7][C:8]1[N:9]=[C:10]2[N:14]([CH:15]=1)[N:13]=[C:12]([C:16]([F:19])([F:18])[F:17])[S:11]2)(=O)=O.[N-:20]=[N+:21]=[N-:22].[Na+], predict the reaction product. (6) Given the reactants [CH2:1]1[C:9]2[C:4](=[CH:5][C:6]([OH:10])=[CH:7][CH:8]=2)[CH2:3][CH2:2]1.C1C(=O)N([Br:18])C(=O)C1.O, predict the reaction product. The product is: [Br:18][C:7]1[CH:8]=[C:9]2[C:4]([CH2:3][CH2:2][CH2:1]2)=[CH:5][C:6]=1[OH:10]. (7) Given the reactants [CH:1]([C:4]1[N:5]=[CH:6][S:7][CH:8]=1)([CH3:3])[CH3:2].[Li]CCCC.[CH2:14]([Sn:18](Cl)([CH2:23][CH2:24][CH2:25][CH3:26])[CH2:19][CH2:20][CH2:21][CH3:22])[CH2:15][CH2:16][CH3:17].O, predict the reaction product. The product is: [CH:1]([C:4]1[N:5]=[C:6]([Sn:18]([CH2:19][CH2:20][CH2:21][CH3:22])([CH2:23][CH2:24][CH2:25][CH3:26])[CH2:14][CH2:15][CH2:16][CH3:17])[S:7][CH:8]=1)([CH3:3])[CH3:2]. (8) The product is: [NH2:22][C:2]1[C:3]2[CH:10]=[CH:9][N:8]([C@H:11]3[C@:15]([C:17]#[CH:18])([OH:16])[C@H:14]([OH:19])[C@@H:13]([CH2:20][OH:21])[O:12]3)[C:4]=2[N:5]=[CH:6][N:7]=1. Given the reactants Cl[C:2]1[C:3]2[CH:10]=[CH:9][N:8]([C@H:11]3[C@:15]([C:17]#[CH:18])([OH:16])[C@H:14]([OH:19])[C@@H:13]([CH2:20][OH:21])[O:12]3)[C:4]=2[N:5]=[CH:6][N:7]=1.[NH3:22].O, predict the reaction product. (9) Given the reactants [CH3:1][N:2]([CH2:13][C:14]1[NH:18][C:17]2[CH:19]=[CH:20][CH:21]=[C:22]([N:23]3[CH2:28][CH2:27][NH:26][CH2:25][CH2:24]3)[C:16]=2[N:15]=1)[CH:3]1[C:12]2[N:11]=[CH:10][CH:9]=[CH:8][C:7]=2[CH2:6][CH2:5][CH2:4]1.O=C1N(P(Cl)(N2CCOC2=O)=O)CCO1.C(N(CC)C(C)C)(C)C.[N:53]1[CH:58]=[CH:57][CH:56]=[CH:55][C:54]=1[C:59](O)=[O:60], predict the reaction product. The product is: [CH3:1][N:2]([CH2:13][C:14]1[NH:18][C:17]2[CH:19]=[CH:20][CH:21]=[C:22]([N:23]3[CH2:24][CH2:25][N:26]([C:59]([C:54]4[CH:55]=[CH:56][CH:57]=[CH:58][N:53]=4)=[O:60])[CH2:27][CH2:28]3)[C:16]=2[N:15]=1)[CH:3]1[C:12]2[N:11]=[CH:10][CH:9]=[CH:8][C:7]=2[CH2:6][CH2:5][CH2:4]1.